Dataset: Peptide-MHC class I binding affinity with 185,985 pairs from IEDB/IMGT. Task: Regression. Given a peptide amino acid sequence and an MHC pseudo amino acid sequence, predict their binding affinity value. This is MHC class I binding data. The peptide sequence is KRMGVQMQR. The MHC is HLA-B08:01 with pseudo-sequence HLA-B08:01. The binding affinity (normalized) is 0.0847.